From a dataset of Peptide-MHC class I binding affinity with 185,985 pairs from IEDB/IMGT. Regression. Given a peptide amino acid sequence and an MHC pseudo amino acid sequence, predict their binding affinity value. This is MHC class I binding data. (1) The peptide sequence is ILKINSVKYY. The MHC is HLA-A11:01 with pseudo-sequence HLA-A11:01. The binding affinity (normalized) is 0.121. (2) The binding affinity (normalized) is 0.0847. The MHC is HLA-A03:01 with pseudo-sequence HLA-A03:01. The peptide sequence is DSPATLSAY.